From a dataset of Forward reaction prediction with 1.9M reactions from USPTO patents (1976-2016). Predict the product of the given reaction. (1) Given the reactants [CH3:1][O:2][C:3](=[O:12])[C:4]1[CH:9]=[CH:8][C:7](F)=[N:6][C:5]=1[F:11].CN(C)C=O.[NH2:18][C:19]1[CH:20]=[CH:21][C:22]([O:25][CH3:26])=[N:23][CH:24]=1.C(N(CC)CC)C, predict the reaction product. The product is: [CH3:1][O:2][C:3](=[O:12])[C:4]1[CH:9]=[CH:8][C:7]([NH:18][C:19]2[CH:24]=[N:23][C:22]([O:25][CH3:26])=[CH:21][CH:20]=2)=[N:6][C:5]=1[F:11]. (2) Given the reactants Br[C:2]1[N:7]=[C:6]([O:8][CH3:9])[C:5]([N:10]2[CH:14]=[C:13]([CH3:15])[N:12]=[CH:11]2)=[CH:4][CH:3]=1.[C:16]([NH:20][NH:21][C:22]([O:24][C:25]([CH3:28])([CH3:27])[CH3:26])=[O:23])(=[O:19])[CH:17]=[CH2:18].C(N(CC)C(C)C)(C)C, predict the reaction product. The product is: [CH3:9][O:8][C:6]1[N:7]=[C:2](/[CH:18]=[CH:17]/[C:16]([NH:20][NH:21][C:22]([O:24][C:25]([CH3:28])([CH3:27])[CH3:26])=[O:23])=[O:19])[CH:3]=[CH:4][C:5]=1[N:10]1[CH:14]=[C:13]([CH3:15])[N:12]=[CH:11]1. (3) Given the reactants [OH:1][CH2:2][C:3]1[CH:26]=[CH:25][C:6]([O:7][CH2:8][C:9]2[N:10]=[C:11]([C:15]3[CH:16]=[C:17]([CH:22]=[CH:23][CH:24]=3)[C:18]([O:20][CH3:21])=[O:19])[O:12][C:13]=2[CH3:14])=[CH:5][CH:4]=1.O[C:28]1[C:32]([CH:33]=[O:34])=[CH:31][N:30]([C:35]2[CH:40]=[CH:39][CH:38]=[CH:37][CH:36]=2)[N:29]=1.C(P(CCCC)CCCC)CCC.N(C(N1CCCCC1)=O)=NC(N1CCCCC1)=O, predict the reaction product. The product is: [CH:33]([C:32]1[C:28]([O:1][CH2:2][C:3]2[CH:4]=[CH:5][C:6]([O:7][CH2:8][C:9]3[N:10]=[C:11]([C:15]4[CH:16]=[C:17]([CH:22]=[CH:23][CH:24]=4)[C:18]([O:20][CH3:21])=[O:19])[O:12][C:13]=3[CH3:14])=[CH:25][CH:26]=2)=[N:29][N:30]([C:35]2[CH:36]=[CH:37][CH:38]=[CH:39][CH:40]=2)[CH:31]=1)=[O:34]. (4) Given the reactants [OH:1][C:2]1[N:6]([C:7]2[CH:12]=[C:11]([C:13]#[N:14])[CH:10]=[CH:9][N:8]=2)[N:5]=[CH:4][CH:3]=1.[CH3:15][O:16][C:17]1[CH:22]=[C:21]([CH3:23])[CH:20]=[CH:19][C:18]=1[CH2:24]O, predict the reaction product. The product is: [CH3:15][O:16][C:17]1[CH:22]=[C:21]([CH3:23])[CH:20]=[CH:19][C:18]=1[CH2:24][O:1][C:2]1[N:6]([C:7]2[CH:12]=[C:11]([C:13]#[N:14])[CH:10]=[CH:9][N:8]=2)[N:5]=[CH:4][CH:3]=1. (5) Given the reactants [F:1][C:2]1[CH:3]=[C:4]([CH2:8][N:9]2[C:14](=[O:15])[CH2:13][C:12](=[O:16])[C@@H:11]3[CH2:17][CH2:18][CH2:19][N:10]23)[CH:5]=[CH:6][CH:7]=1.[N:20]([C:23]1[CH:27]=[C:26]([CH3:28])[O:25][C:24]=1[C:29]([F:32])([F:31])[F:30])=[C:21]=[O:22].[H-].[Na+].Cl, predict the reaction product. The product is: [F:1][C:2]1[CH:3]=[C:4]([CH2:8][N:9]2[C:14](=[O:15])[C:13]([C:21]([NH:20][C:23]3[CH:27]=[C:26]([CH3:28])[O:25][C:24]=3[C:29]([F:31])([F:32])[F:30])=[O:22])=[C:12]([OH:16])[C@@H:11]3[CH2:17][CH2:18][CH2:19][N:10]23)[CH:5]=[CH:6][CH:7]=1. (6) The product is: [F:13][C:11]1[CH:10]=[C:4]([CH:5]([OH:9])[C:6]([NH:14][C@H:15]([C:17]([NH:19][CH:20]2[N:26]=[C:25]([C:27]3[CH:32]=[CH:31][CH:30]=[CH:29][CH:28]=3)[C:24]3[CH:33]=[CH:34][CH:35]=[CH:36][C:23]=3[N:22]([CH3:37])[C:21]2=[O:38])=[O:18])[CH3:16])=[O:8])[CH:3]=[C:2]([F:1])[CH:12]=1. Given the reactants [F:1][C:2]1[CH:3]=[C:4]([CH:10]=[C:11]([F:13])[CH:12]=1)[CH:5]([OH:9])[C:6]([OH:8])=O.[NH2:14][C@H:15]([C:17]([NH:19][CH:20]1[N:26]=[C:25]([C:27]2[CH:32]=[CH:31][CH:30]=[CH:29][CH:28]=2)[C:24]2[CH:33]=[CH:34][CH:35]=[CH:36][C:23]=2[N:22]([CH3:37])[C:21]1=[O:38])=[O:18])[CH3:16], predict the reaction product. (7) Given the reactants Br[C:2]1[CH:11]=[C:10]([CH3:12])[C:5]2[C:6](=[O:9])[O:7][CH2:8][C:4]=2[C:3]=1[CH3:13].[CH:14]([B-](F)(F)F)=[CH2:15].[K+], predict the reaction product. The product is: [CH3:13][C:3]1[C:4]2[CH2:8][O:7][C:6](=[O:9])[C:5]=2[C:10]([CH3:12])=[CH:11][C:2]=1[CH:14]=[CH2:15]. (8) Given the reactants [I:1][C:2]1[C:10]2[C:5](=[CH:6][CH:7]=[CH:8][C:9]=2[N+:11]([O-:13])=[O:12])[NH:4][N:3]=1.Br[CH2:15][C:16]1[CH:17]=[C:18]([CH:23]=[CH:24][CH:25]=1)[C:19]([O:21][CH3:22])=[O:20].C(N=C(N(C)C)N(C)C)(C)(C)C, predict the reaction product. The product is: [I:1][C:2]1[C:10]2[C:5](=[CH:6][CH:7]=[CH:8][C:9]=2[N+:11]([O-:13])=[O:12])[N:4]([CH2:15][C:16]2[CH:17]=[C:18]([CH:23]=[CH:24][CH:25]=2)[C:19]([O:21][CH3:22])=[O:20])[N:3]=1. (9) The product is: [OH:31][CH:2]([CH2:3][OH:22])[CH2:1][C:4]1([OH:17])[CH2:9][CH2:8][N:7]([C:10]([O:12][C:13]([CH3:16])([CH3:15])[CH3:14])=[O:11])[CH2:6][CH2:5]1. Given the reactants [CH2:1]([C:4]1([OH:17])[CH2:9][CH2:8][N:7]([C:10]([O:12][C:13]([CH3:16])([CH3:15])[CH3:14])=[O:11])[CH2:6][CH2:5]1)[CH:2]=[CH2:3].C[N+]1([O-])CC[O:22]CC1.O1CCCC1.[OH2:31], predict the reaction product.